From a dataset of Cav3 T-type calcium channel HTS with 100,875 compounds. Binary Classification. Given a drug SMILES string, predict its activity (active/inactive) in a high-throughput screening assay against a specified biological target. (1) The drug is S(=O)(=O)(Nc1ccc(NC(=O)Nc2ccc(cc2)C(=O)C)cc1)c1ccc(cc1)C. The result is 0 (inactive). (2) The molecule is S(=O)(=O)(Nc1ccc(OCC)cc1)c1c(OC)ccc(OC)c1. The result is 0 (inactive). (3) The drug is Brc1c2c(C(=O)c3c(C2=O)cccc3)c(N)cc1. The result is 0 (inactive). (4) The drug is S(=O)(=O)(NCc1nc(sc1)C)CC. The result is 0 (inactive). (5) The result is 0 (inactive). The drug is O1c2c(C(CCN3CCOCC3)c3cc(OC)c(OC)c(OC)c3)c(OC)cc(OC)c2C(CC1=O)c1ccc(N(C)C)cc1. (6) The molecule is S(C(C(=O)NCc1occc1)C)c1[nH]c2c(n1)ccc(c2)C. The result is 0 (inactive). (7) The drug is s1c2c(nc1NC(=O)CCCCCC)c1c(noc1cc2)c1c([N+]([O-])=O)cccc1. The result is 0 (inactive). (8) The result is 0 (inactive). The compound is O(c1cc(CC(=O)NCc2ncccc2)ccc1OC)C. (9) The drug is O(C1(OC)N=C(NC(=O)Nc2ccccc2)C2(C1(C2c1ccccc1)C#N)C#N)C. The result is 0 (inactive). (10) The compound is O=c1nc2n(c3c(n2nc1C)cccc3)C. The result is 0 (inactive).